From a dataset of Peptide-MHC class I binding affinity with 185,985 pairs from IEDB/IMGT. Regression. Given a peptide amino acid sequence and an MHC pseudo amino acid sequence, predict their binding affinity value. This is MHC class I binding data. (1) The MHC is HLA-B15:17 with pseudo-sequence HLA-B15:17. The peptide sequence is NTTQQGDMY. The binding affinity (normalized) is 0.0847. (2) The peptide sequence is VLQQIFHSS. The MHC is HLA-A02:19 with pseudo-sequence HLA-A02:19. The binding affinity (normalized) is 0.0847.